Task: Regression. Given two drug SMILES strings and cell line genomic features, predict the synergy score measuring deviation from expected non-interaction effect.. Dataset: NCI-60 drug combinations with 297,098 pairs across 59 cell lines (1) Drug 1: CCC1=CC2CC(C3=C(CN(C2)C1)C4=CC=CC=C4N3)(C5=C(C=C6C(=C5)C78CCN9C7C(C=CC9)(C(C(C8N6C)(C(=O)OC)O)OC(=O)C)CC)OC)C(=O)OC.C(C(C(=O)O)O)(C(=O)O)O. Drug 2: CS(=O)(=O)OCCCCOS(=O)(=O)C. Cell line: HL-60(TB). Synergy scores: CSS=55.9, Synergy_ZIP=2.15, Synergy_Bliss=4.45, Synergy_Loewe=-3.23, Synergy_HSA=4.31. (2) Drug 1: CCC1(CC2CC(C3=C(CCN(C2)C1)C4=CC=CC=C4N3)(C5=C(C=C6C(=C5)C78CCN9C7C(C=CC9)(C(C(C8N6C=O)(C(=O)OC)O)OC(=O)C)CC)OC)C(=O)OC)O.OS(=O)(=O)O. Drug 2: C1CNP(=O)(OC1)N(CCCl)CCCl. Cell line: MOLT-4. Synergy scores: CSS=8.61, Synergy_ZIP=-3.01, Synergy_Bliss=-0.688, Synergy_Loewe=-33.3, Synergy_HSA=-0.179. (3) Drug 1: CCC1(C2=C(COC1=O)C(=O)N3CC4=CC5=C(C=CC(=C5CN(C)C)O)N=C4C3=C2)O.Cl. Drug 2: CC1C(C(CC(O1)OC2CC(CC3=C2C(=C4C(=C3O)C(=O)C5=C(C4=O)C(=CC=C5)OC)O)(C(=O)CO)O)N)O.Cl. Cell line: HL-60(TB). Synergy scores: CSS=62.8, Synergy_ZIP=-6.43, Synergy_Bliss=-14.2, Synergy_Loewe=-13.0, Synergy_HSA=-11.3. (4) Drug 1: C1=CN(C(=O)N=C1N)C2C(C(C(O2)CO)O)O.Cl. Drug 2: C1=CN(C=N1)CC(O)(P(=O)(O)O)P(=O)(O)O. Cell line: BT-549. Synergy scores: CSS=14.9, Synergy_ZIP=-6.23, Synergy_Bliss=-1.31, Synergy_Loewe=-8.17, Synergy_HSA=-1.56. (5) Drug 1: C1=C(C(=O)NC(=O)N1)F. Drug 2: CCN(CC)CCCC(C)NC1=C2C=C(C=CC2=NC3=C1C=CC(=C3)Cl)OC. Cell line: TK-10. Synergy scores: CSS=28.8, Synergy_ZIP=1.05, Synergy_Bliss=0.470, Synergy_Loewe=4.85, Synergy_HSA=5.76. (6) Drug 1: CC1=C2C(C(=O)C3(C(CC4C(C3C(C(C2(C)C)(CC1OC(=O)C(C(C5=CC=CC=C5)NC(=O)OC(C)(C)C)O)O)OC(=O)C6=CC=CC=C6)(CO4)OC(=O)C)OC)C)OC. Drug 2: C(CN)CNCCSP(=O)(O)O. Cell line: HCT116. Synergy scores: CSS=28.0, Synergy_ZIP=-3.62, Synergy_Bliss=-10.6, Synergy_Loewe=-45.8, Synergy_HSA=-9.57. (7) Drug 1: CCC1(CC2CC(C3=C(CCN(C2)C1)C4=CC=CC=C4N3)(C5=C(C=C6C(=C5)C78CCN9C7C(C=CC9)(C(C(C8N6C=O)(C(=O)OC)O)OC(=O)C)CC)OC)C(=O)OC)O.OS(=O)(=O)O. Drug 2: C1CCC(C(C1)N)N.C(=O)(C(=O)[O-])[O-].[Pt+4]. Cell line: SF-295. Synergy scores: CSS=28.1, Synergy_ZIP=-2.31, Synergy_Bliss=4.97, Synergy_Loewe=-0.109, Synergy_HSA=0.324. (8) Drug 1: CNC(=O)C1=CC=CC=C1SC2=CC3=C(C=C2)C(=NN3)C=CC4=CC=CC=N4. Drug 2: C1CCN(CC1)CCOC2=CC=C(C=C2)C(=O)C3=C(SC4=C3C=CC(=C4)O)C5=CC=C(C=C5)O. Cell line: HOP-62. Synergy scores: CSS=3.34, Synergy_ZIP=7.77, Synergy_Bliss=11.1, Synergy_Loewe=6.55, Synergy_HSA=6.68. (9) Drug 1: C(CC(=O)O)C(=O)CN.Cl. Drug 2: CC(C)NC(=O)C1=CC=C(C=C1)CNNC.Cl. Cell line: SNB-19. Synergy scores: CSS=10.9, Synergy_ZIP=-3.25, Synergy_Bliss=0.602, Synergy_Loewe=-2.48, Synergy_HSA=-2.18.